From a dataset of Full USPTO retrosynthesis dataset with 1.9M reactions from patents (1976-2016). Predict the reactants needed to synthesize the given product. (1) Given the product [C:1]1([CH2:7][CH2:8][C:9]([Cl:15])=[O:11])[CH:6]=[CH:5][CH:4]=[CH:3][CH:2]=1, predict the reactants needed to synthesize it. The reactants are: [C:1]1([CH2:7][CH2:8][C:9]([OH:11])=O)[CH:6]=[CH:5][CH:4]=[CH:3][CH:2]=1.C(Cl)(=O)C([Cl:15])=O. (2) Given the product [C:29]([O:33][C:34]([N:36]1[CH2:41][CH2:40][CH:39]([CH2:42][C:43](=[O:44])[N:7]([CH:8]2[CH2:9][CH2:10][N:11]([CH:14]([CH3:28])[CH2:15][CH2:16][NH:17][C:18]([C:20]3[C:25]([CH3:26])=[N:24][CH:23]=[N:22][C:21]=3[CH3:27])=[O:19])[CH2:12][CH2:13]2)[CH2:6][C:3]2[CH:4]=[CH:5][S:1][CH:2]=2)[CH2:38][CH2:37]1)=[O:35])([CH3:32])([CH3:31])[CH3:30], predict the reactants needed to synthesize it. The reactants are: [S:1]1[CH:5]=[CH:4][C:3]([CH2:6][NH:7][CH:8]2[CH2:13][CH2:12][N:11]([CH:14]([CH3:28])[CH2:15][CH2:16][NH:17][C:18]([C:20]3[C:21]([CH3:27])=[N:22][CH:23]=[N:24][C:25]=3[CH3:26])=[O:19])[CH2:10][CH2:9]2)=[CH:2]1.[C:29]([O:33][C:34]([N:36]1[CH2:41][CH2:40][CH:39]([CH2:42][C:43](O)=[O:44])[CH2:38][CH2:37]1)=[O:35])([CH3:32])([CH3:31])[CH3:30].CCN=C=NCCCN(C)C.C1C=CC2N(O)N=NC=2C=1.CCN(C(C)C)C(C)C. (3) Given the product [CH3:13][O:14][C:2]1[CH:7]=[C:6]([O:8][CH3:9])[C:5]([N+:10]([O-:12])=[O:11])=[CH:4][N:3]=1, predict the reactants needed to synthesize it. The reactants are: Cl[C:2]1[CH:7]=[C:6]([O:8][CH3:9])[C:5]([N+:10]([O-:12])=[O:11])=[CH:4][N:3]=1.[CH3:13][O-:14].[Na+]. (4) Given the product [CH3:14][O:15][C:16](=[O:22])[CH2:17][CH2:18][CH2:19][C:20]#[C:21][C:2]1[CH:3]=[C:4]([CH3:13])[C:5]2[O:9][C:8](=[O:10])[N:7]([CH3:11])[C:6]=2[CH:12]=1, predict the reactants needed to synthesize it. The reactants are: I[C:2]1[CH:3]=[C:4]([CH3:13])[C:5]2[O:9][C:8](=[O:10])[N:7]([CH3:11])[C:6]=2[CH:12]=1.[CH3:14][O:15][C:16](=[O:22])[CH2:17][CH2:18][CH2:19][C:20]#[CH:21].C(N(CC)CC)C.O.